Dataset: Full USPTO retrosynthesis dataset with 1.9M reactions from patents (1976-2016). Task: Predict the reactants needed to synthesize the given product. (1) Given the product [C:1]([Si:5]([CH3:17])([CH3:16])[O:6][C@@H:7]1[CH2:8][O:9][C@@H:10]2[C@H:14]([O:15][CH2:23][C:22]#[CH:21])[CH2:13][O:12][C@H:11]12)([CH3:4])([CH3:3])[CH3:2], predict the reactants needed to synthesize it. The reactants are: [C:1]([Si:5]([CH3:17])([CH3:16])[O:6][C@H:7]1[C@H:11]2[O:12][CH2:13][C@@H:14]([OH:15])[C@H:10]2[O:9][CH2:8]1)([CH3:4])([CH3:3])[CH3:2].[H-].[Na+].Br[CH2:21][C:22]#[CH:23]. (2) Given the product [Br:1][C:2]1[CH:3]=[CH:4][C:5]([N:8]2[CH:12]=[C:11]([CH2:13][CH2:14][CH2:15][OH:16])[C:10]([C:20]([CH3:23])([CH3:22])[CH3:21])=[N:9]2)=[N:6][CH:7]=1, predict the reactants needed to synthesize it. The reactants are: [Br:1][C:2]1[CH:3]=[CH:4][C:5]([N:8]2[CH:12]=[C:11]([CH2:13][CH2:14][C:15](OCC)=[O:16])[C:10]([C:20]([CH3:23])([CH3:22])[CH3:21])=[N:9]2)=[N:6][CH:7]=1.[H-].C([Al+]CC(C)C)C(C)C.Cl. (3) Given the product [CH2:7]([C@H:2]1[CH2:1][O:6][C:4](=[O:5])[N:3]1[C:21](=[O:22])[CH2:20][Br:19])[C:8]1[CH:9]=[CH:10][CH:11]=[CH:12][CH:13]=1, predict the reactants needed to synthesize it. The reactants are: [CH2:1]1[O:6][C:4](=[O:5])[NH:3][CH:2]1[CH2:7][C:8]1[CH:13]=[CH:12][CH:11]=[CH:10][CH:9]=1.[Li]CCCC.[Br:19][CH2:20][C:21](Br)=[O:22].CCOC(C)=O.CCCCCC.